Dataset: Full USPTO retrosynthesis dataset with 1.9M reactions from patents (1976-2016). Task: Predict the reactants needed to synthesize the given product. (1) Given the product [CH3:1][O:2][C:3](=[O:28])[CH:4]([NH:27][CH2:39][C:38]1[C:37]([Cl:36])=[CH:44][CH:43]=[CH:42][C:41]=1[Cl:45])[CH2:5][NH:6][C:7]([N:9]1[CH2:10][CH2:11][C:12]2([N:16]([C:17]3[CH:22]=[CH:21][CH:20]=[CH:19][CH:18]=3)[CH2:15][N:14]([CH3:23])[C:13]2=[O:24])[CH2:25][CH2:26]1)=[O:8], predict the reactants needed to synthesize it. The reactants are: [CH3:1][O:2][C:3](=[O:28])[CH:4]([NH2:27])[CH2:5][NH:6][C:7]([N:9]1[CH2:26][CH2:25][C:12]2([N:16]([C:17]3[CH:22]=[CH:21][CH:20]=[CH:19][CH:18]=3)[CH2:15][N:14]([CH3:23])[C:13]2=[O:24])[CH2:11][CH2:10]1)=[O:8].C(N(CC)CC)C.[Cl:36][C:37]1[CH:44]=[CH:43][CH:42]=[C:41]([Cl:45])[C:38]=1[CH2:39]Br.C(=O)([O-])O.[Na+]. (2) Given the product [NH2:1][C:2]1[N:3]=[C:4]([C:43]2[CH:44]=[CH:45][C:18]([OH:17])=[C:19]([CH:42]=2)[C:20]([NH:22][C:23]2[CH:35]=[C:34]([C:36]3[CH:41]=[CH:40][CH:39]=[CH:38][CH:37]=3)[CH:33]=[CH:32][C:24]=2[C:25]([O:27][C:28]([CH3:31])([CH3:30])[CH3:29])=[O:26])=[O:21])[CH:5]=[CH:6][CH:7]=1, predict the reactants needed to synthesize it. The reactants are: [NH2:1][C:2]1[CH:7]=[CH:6][CH:5]=[C:4](Br)[N:3]=1.C(=O)(O)[O-].[Na+].C([O:17][C:18]1[CH:45]=[CH:44][C:43](B2OC(C)(C)C(C)(C)O2)=[CH:42][C:19]=1[C:20]([NH:22][C:23]1[CH:35]=[C:34]([C:36]2[CH:41]=[CH:40][CH:39]=[CH:38][CH:37]=2)[CH:33]=[CH:32][C:24]=1[C:25]([O:27][C:28]([CH3:31])([CH3:30])[CH3:29])=[O:26])=[O:21])(=O)C.C(=O)([O-])[O-].[Na+].[Na+]. (3) Given the product [CH2:4]([O:12][C:7]1[CH2:6][C:5]2([CH2:1][CH2:2][CH2:3][CH2:4]2)[CH2:10][C:9](=[O:11])[CH:8]=1)[CH:5]([CH3:6])[CH3:1], predict the reactants needed to synthesize it. The reactants are: [CH2:1]1[C:5]2([CH2:10][C:9](=[O:11])[CH2:8][C:7](=[O:12])[CH2:6]2)[CH2:4][CH2:3][CH2:2]1. (4) Given the product [CH3:33][N:25]1[C:24](=[O:34])[C:23]2=[CH:35][NH:20][N:21]=[C:22]2[N:27]2[CH2:28][C:29]([CH3:32])([CH3:31])[N:30]=[C:26]12, predict the reactants needed to synthesize it. The reactants are: C(O)(C(F)(F)F)=O.O(C1C=CC(C[N:20]2[CH:35]=[C:23]3[C:24](=[O:34])[N:25]([CH3:33])[C:26]4[N:27]([CH2:28][C:29]([CH3:32])([CH3:31])[N:30]=4)[C:22]3=[N:21]2)=CC=1)C1C=CC=CC=1.C(S(O)(=O)=O)(F)(F)F.O.